From a dataset of Full USPTO retrosynthesis dataset with 1.9M reactions from patents (1976-2016). Predict the reactants needed to synthesize the given product. (1) The reactants are: [OH:1][C@@H:2]1[C@@H:7]([C:8]2[CH:13]=[CH:12][C:11]([CH:14]=[CH2:15])=[CH:10][CH:9]=2)[C@H:6]([O:16][Si:17]([CH:24]([CH3:26])[CH3:25])([CH:21]([CH3:23])[CH3:22])[CH:18]([CH3:20])[CH3:19])[CH2:5][N:4](C(OCC2C=CC=CC=2)=O)[CH2:3]1. Given the product [CH2:14]([C:11]1[CH:10]=[CH:9][C:8]([C@H:7]2[C@H:6]([O:16][Si:17]([CH:18]([CH3:20])[CH3:19])([CH:24]([CH3:26])[CH3:25])[CH:21]([CH3:23])[CH3:22])[CH2:5][NH:4][CH2:3][C@@H:2]2[OH:1])=[CH:13][CH:12]=1)[CH3:15], predict the reactants needed to synthesize it. (2) Given the product [CH3:11][C:9]1[CH:10]=[C:6]2[N:5]=[C:4]([NH2:12])[CH:3]=[C:2]([C:13]3[CH:18]=[CH:17][CH:16]=[CH:15][CH:14]=3)[N:7]2[N:8]=1, predict the reactants needed to synthesize it. The reactants are: Cl[C:2]1[N:7]2[N:8]=[C:9]([CH3:11])[CH:10]=[C:6]2[N:5]=[C:4]([NH2:12])[CH:3]=1.[C:13]1(B(O)O)[CH:18]=[CH:17][CH:16]=[CH:15][CH:14]=1.C([O-])(O)=O.[Na+]. (3) Given the product [Cl:36][C:29]1[CH:30]=[N+:31]([O-:35])[CH:32]=[C:33]([Cl:34])[C:28]=1[CH2:27][C@@H:26]([C:37]1[CH:42]=[CH:41][C:40]([O:43][CH:44]([F:45])[F:46])=[C:39]([O:47][CH2:48][CH:49]2[CH2:51][CH2:50]2)[CH:38]=1)[O:25][C:23](=[O:24])[CH2:22][N:18]1[C:19]2[C:15](=[CH:14][C:13]([NH:8][S:9]([CH3:12])(=[O:11])=[O:10])=[CH:21][CH:20]=2)[CH:16]=[CH:17]1, predict the reactants needed to synthesize it. The reactants are: C(OC([N:8]([C:13]1[CH:14]=[C:15]2[C:19](=[CH:20][CH:21]=1)[N:18]([CH2:22][C:23]([O:25][C@H:26]([C:37]1[CH:42]=[CH:41][C:40]([O:43][CH:44]([F:46])[F:45])=[C:39]([O:47][CH2:48][CH:49]3[CH2:51][CH2:50]3)[CH:38]=1)[CH2:27][C:28]1[C:33]([Cl:34])=[CH:32][N+:31]([O-:35])=[CH:30][C:29]=1[Cl:36])=[O:24])[CH:17]=[CH:16]2)[S:9]([CH3:12])(=[O:11])=[O:10])=O)(C)(C)C.O1CCOCC1. (4) The reactants are: Cl.[CH3:2][O:3][C:4]1[N:5]=[C:6]2[C:11](=[CH:12][CH:13]=1)[N:10]=[CH:9][CH:8]=[C:7]2[N:14]1[CH2:18][CH2:17][CH:16]([S:19][CH2:20][CH2:21][NH2:22])[CH2:15]1.C(N(CC)CC)C.[O:30]=[C:31]1[NH:36][C:35]2[CH:37]=[C:38]([S:41](Cl)(=[O:43])=[O:42])[CH:39]=[CH:40][C:34]=2[S:33][CH2:32]1.C(=O)(O)[O-].[Na+]. Given the product [CH3:2][O:3][C:4]1[N:5]=[C:6]2[C:11](=[CH:12][CH:13]=1)[N:10]=[CH:9][CH:8]=[C:7]2[N:14]1[CH2:18][CH2:17][CH:16]([S:19][CH2:20][CH2:21][NH:22][S:41]([C:38]2[CH:39]=[CH:40][C:34]3[S:33][CH2:32][C:31](=[O:30])[NH:36][C:35]=3[CH:37]=2)(=[O:43])=[O:42])[CH2:15]1, predict the reactants needed to synthesize it. (5) Given the product [CH2:32]([O:31][C:28]1[C:29]([CH3:30])=[C:24]2[CH2:23][N:20]=[C:35]([NH2:36])[C:25]2=[N:26][C:27]=1[CH3:34])[CH3:33], predict the reactants needed to synthesize it. The reactants are: C1(P(C2C=CC=CC=2)C2C=CC=CC=2)C=CC=CC=1.[N:20]([CH2:23][C:24]1[C:25]([C:35]#[N:36])=[N:26][C:27]([CH3:34])=[C:28]([O:31][CH2:32][CH3:33])[C:29]=1[CH3:30])=[N+]=[N-].O1CCCC1. (6) Given the product [NH:18]1[C:14]([C:13]2[CH:16]=[CH:17][C:10]([C:5]3[CH:4]=[C:3]([OH:2])[C:8](=[O:9])[NH:7][N:6]=3)=[CH:11][CH:12]=2)=[N:15][N:20]=[N:19]1, predict the reactants needed to synthesize it. The reactants are: C[O:2][C:3]1[C:8](=[O:9])[NH:7][N:6]=[C:5]([C:10]2[CH:17]=[CH:16][C:13]([C:14]#[N:15])=[CH:12][CH:11]=2)[CH:4]=1.[N-:18]=[N+:19]=[N-:20].[Na+].Cl.